This data is from Forward reaction prediction with 1.9M reactions from USPTO patents (1976-2016). The task is: Predict the product of the given reaction. (1) Given the reactants [C-]#N.[Na+].C1(C)C=CC=CC=1.C[NH:12][CH2:13][CH2:14]NC.Br[C:18]1[CH:23]=[CH:22][CH:21]=[CH:20][C:19]=1[C:24]1C=[CH:28][CH:27]=[CH:26][CH:25]=1, predict the reaction product. The product is: [C:24]1([C:19]2[CH:20]=[CH:21][CH:22]=[CH:23][CH:18]=2)[C:14]([C:13]#[N:12])=[CH:28][CH:27]=[CH:26][CH:25]=1. (2) Given the reactants [Cl:1][C:2]1[N:3]=[C:4]([C:27]2[CH:28]=[N:29][CH:30]=[C:31]([Cl:33])[CH:32]=2)[C:5]2[N:10]([CH2:11][C@H:12]3[CH2:17][CH2:16][C@H:15]([CH3:18])[CH2:14][CH2:13]3)[CH:9]=[C:8]([CH:19]([C:21]3[CH:22]=[N:23][CH:24]=[CH:25][CH:26]=3)O)[C:6]=2[N:7]=1.[SiH](CC)(CC)CC.C(O)(C(F)(F)F)=O, predict the reaction product. The product is: [Cl:1][C:2]1[N:3]=[C:4]([C:27]2[CH:28]=[N:29][CH:30]=[C:31]([Cl:33])[CH:32]=2)[C:5]2[N:10]([CH2:11][C@H:12]3[CH2:13][CH2:14][C@H:15]([CH3:18])[CH2:16][CH2:17]3)[CH:9]=[C:8]([CH2:19][C:21]3[CH:22]=[N:23][CH:24]=[CH:25][CH:26]=3)[C:6]=2[N:7]=1. (3) Given the reactants C(N(CC)CC)C.[CH3:8][S:9](Cl)(=[O:11])=[O:10].[NH2:13][C:14]1[C:19]2[C:20]([C:28]3[CH:29]=[N:30][C:31]4[C:36]([CH:37]=3)=[CH:35][CH:34]=[CH:33][CH:32]=4)=[C:21]3[N:26]([C:18]=2[N:17]=[CH:16][N:15]=1)[CH2:25][CH:24]([OH:27])[CH2:23][CH2:22]3.C(=O)(O)[O-].[Na+], predict the reaction product. The product is: [CH3:8][S:9]([O:27][CH:24]1[CH2:23][CH2:22][C:21]2[N:26]([C:18]3[N:17]=[CH:16][N:15]=[C:14]([NH2:13])[C:19]=3[C:20]=2[C:28]2[CH:29]=[N:30][C:31]3[C:36]([CH:37]=2)=[CH:35][CH:34]=[CH:33][CH:32]=3)[CH2:25]1)(=[O:11])=[O:10]. (4) The product is: [C:1]([C:3]1[CH:23]=[CH:22][C:6]([CH2:7][C:8]2[CH:17]=[C:12]3[C:11]([CH2:18][N:25]([C@@H:26]4[C@@H:31]([OH:32])[CH2:30][CH2:29][O:28][CH2:27]4)[C:13]3=[O:14])=[C:10]([CH3:20])[C:9]=2[CH3:21])=[CH:5][C:4]=1[F:24])#[N:2]. Given the reactants [C:1]([C:3]1[CH:23]=[CH:22][C:6]([CH2:7][C:8]2[C:9]([CH3:21])=[C:10]([CH3:20])[C:11]([CH:18]=O)=[C:12]([CH:17]=2)[C:13](OC)=[O:14])=[CH:5][C:4]=1[F:24])#[N:2].[NH2:25][C@@H:26]1[C@@H:31]([OH:32])[CH2:30][CH2:29][O:28][CH2:27]1, predict the reaction product. (5) Given the reactants [CH2:1]([NH:4][C:5]1[N:10]=[C:9]([NH:11][CH2:12][CH2:13][CH3:14])[N:8]=[C:7]([N:15]([CH3:18])[O:16][CH3:17])[N:6]=1)[CH2:2][CH3:3].[CH2:19](N(C(C)C)C(C)C)[CH3:20].Cl.O1CCCCN1.C([O-])(O)=O.[Na+], predict the reaction product. The product is: [O:16]1[CH2:17][CH2:20][CH2:19][CH2:18][N:15]1[C:7]1[N:6]=[C:5]([NH:4][CH2:1][CH2:2][CH3:3])[N:10]=[C:9]([NH:11][CH2:12][CH2:13][CH3:14])[N:8]=1. (6) Given the reactants [Cl:1][C:2]1[N:7]2[C:8]([CH:12]3[CH2:17][CH2:16][O:15][CH2:14][CH2:13]3)=[N:9][C:10]([I:11])=[C:6]2[C:5](Cl)=[N:4][CH:3]=1.[NH3:19].CC(O)C, predict the reaction product. The product is: [Cl:1][C:2]1[N:7]2[C:8]([CH:12]3[CH2:17][CH2:16][O:15][CH2:14][CH2:13]3)=[N:9][C:10]([I:11])=[C:6]2[C:5]([NH2:19])=[N:4][CH:3]=1.